This data is from Merck oncology drug combination screen with 23,052 pairs across 39 cell lines. The task is: Regression. Given two drug SMILES strings and cell line genomic features, predict the synergy score measuring deviation from expected non-interaction effect. Drug 1: CN(Cc1cnc2nc(N)nc(N)c2n1)c1ccc(C(=O)NC(CCC(=O)O)C(=O)O)cc1. Drug 2: C#Cc1cccc(Nc2ncnc3cc(OCCOC)c(OCCOC)cc23)c1. Cell line: NCIH2122. Synergy scores: synergy=-0.0182.